Dataset: Merck oncology drug combination screen with 23,052 pairs across 39 cell lines. Task: Regression. Given two drug SMILES strings and cell line genomic features, predict the synergy score measuring deviation from expected non-interaction effect. (1) Drug 1: O=C(NOCC(O)CO)c1ccc(F)c(F)c1Nc1ccc(I)cc1F. Drug 2: CC(C)CC(NC(=O)C(Cc1ccccc1)NC(=O)c1cnccn1)B(O)O. Cell line: HT144. Synergy scores: synergy=0.273. (2) Drug 1: CNC(=O)c1cc(Oc2ccc(NC(=O)Nc3ccc(Cl)c(C(F)(F)F)c3)cc2)ccn1. Drug 2: Cn1cc(-c2cnn3c(N)c(Br)c(C4CCCNC4)nc23)cn1. Cell line: RPMI7951. Synergy scores: synergy=-10.9. (3) Drug 1: CCN(CC)CCNC(=O)c1c(C)[nH]c(C=C2C(=O)Nc3ccc(F)cc32)c1C. Drug 2: O=C(NOCC(O)CO)c1ccc(F)c(F)c1Nc1ccc(I)cc1F. Cell line: SW620. Synergy scores: synergy=7.17. (4) Drug 1: Cn1nnc2c(C(N)=O)ncn2c1=O. Drug 2: COC1CC2CCC(C)C(O)(O2)C(=O)C(=O)N2CCCCC2C(=O)OC(C(C)CC2CCC(OP(C)(C)=O)C(OC)C2)CC(=O)C(C)C=C(C)C(O)C(OC)C(=O)C(C)CC(C)C=CC=CC=C1C. Cell line: HT29. Synergy scores: synergy=9.21. (5) Drug 1: O=C(O)C1(Cc2cccc(Nc3nccs3)n2)CCC(Oc2cccc(Cl)c2F)CC1. Drug 2: CCc1c2c(nc3ccc(O)cc13)-c1cc3c(c(=O)n1C2)COC(=O)C3(O)CC. Cell line: HT144. Synergy scores: synergy=-7.58. (6) Drug 1: O=P1(N(CCCl)CCCl)NCCCO1. Drug 2: NC(=O)c1cccc2cn(-c3ccc(C4CCCNC4)cc3)nc12. Cell line: UWB1289. Synergy scores: synergy=2.59. (7) Synergy scores: synergy=-11.7. Drug 2: CNC(=O)c1cc(Oc2ccc(NC(=O)Nc3ccc(Cl)c(C(F)(F)F)c3)cc2)ccn1. Drug 1: COC1=C2CC(C)CC(OC)C(O)C(C)C=C(C)C(OC(N)=O)C(OC)C=CC=C(C)C(=O)NC(=CC1=O)C2=O. Cell line: UWB1289BRCA1. (8) Drug 1: O=c1[nH]cc(F)c(=O)[nH]1. Drug 2: N#Cc1ccc(Cn2cncc2CN2CCN(c3cccc(Cl)c3)C(=O)C2)cc1. Cell line: SW620. Synergy scores: synergy=4.82. (9) Drug 1: NC(=O)c1cccc2cn(-c3ccc(C4CCCNC4)cc3)nc12. Drug 2: CCC1(O)C(=O)OCc2c1cc1n(c2=O)Cc2cc3c(CN(C)C)c(O)ccc3nc2-1. Cell line: SKMEL30. Synergy scores: synergy=16.9. (10) Cell line: LOVO. Drug 2: NC1(c2ccc(-c3nc4ccn5c(=O)[nH]nc5c4cc3-c3ccccc3)cc2)CCC1. Synergy scores: synergy=-11.2. Drug 1: O=P1(N(CCCl)CCCl)NCCCO1.